Dataset: Forward reaction prediction with 1.9M reactions from USPTO patents (1976-2016). Task: Predict the product of the given reaction. (1) Given the reactants [CH3:1][C:2]1[CH:14]=[C:13]([CH2:15][NH:16][CH2:17][CH2:18][CH3:19])[CH:12]=[CH:11][C:3]=1[O:4][CH2:5][C:6]([O:8][CH2:9][CH3:10])=[O:7].C(N(CC)C(C)C)(C)C.CS([C:33]1[N:38]=[C:37]([C:39]2[CH:44]=[CH:43][C:42]([C:45]([F:48])([F:47])[F:46])=[CH:41][CH:40]=2)[CH:36]=[CH:35][N:34]=1)(=O)=O, predict the reaction product. The product is: [CH3:1][C:2]1[CH:14]=[C:13]([CH2:15][N:16]([CH2:17][CH2:18][CH3:19])[C:33]2[N:38]=[C:37]([C:39]3[CH:40]=[CH:41][C:42]([C:45]([F:48])([F:46])[F:47])=[CH:43][CH:44]=3)[CH:36]=[CH:35][N:34]=2)[CH:12]=[CH:11][C:3]=1[O:4][CH2:5][C:6]([O:8][CH2:9][CH3:10])=[O:7]. (2) Given the reactants Cl.[NH2:2][CH2:3][C:4](=[O:17])[CH2:5][CH2:6][C:7]([O:9][CH2:10][C:11]1[CH:16]=[CH:15][CH:14]=[CH:13][CH:12]=1)=[O:8].[CH3:18][S:19]([OH:22])(=[O:21])=[O:20], predict the reaction product. The product is: [CH3:18][S:19]([OH:22])(=[O:21])=[O:20].[NH2:2][CH2:3][C:4](=[O:17])[CH2:5][CH2:6][C:7]([O:9][CH2:10][C:11]1[CH:12]=[CH:13][CH:14]=[CH:15][CH:16]=1)=[O:8]. (3) Given the reactants [O:1]1[CH2:6][CH2:5][N:4]([CH2:7][CH2:8][OH:9])[CH2:3][CH2:2]1.CC([O-])(C)C.[K+].Cl[CH2:17][C:18]([C:20]1[CH:21]=[C:22]([CH:25]=[O:26])[NH:23][CH:24]=1)=[O:19], predict the reaction product. The product is: [O:1]1[CH2:6][CH2:5][N:4]([CH2:7][CH2:8][O:9][CH2:17][C:18]([C:20]2[CH:21]=[C:22]([CH:25]=[O:26])[NH:23][CH:24]=2)=[O:19])[CH2:3][CH2:2]1.